From a dataset of Forward reaction prediction with 1.9M reactions from USPTO patents (1976-2016). Predict the product of the given reaction. (1) The product is: [CH3:1][CH2:2][O:3][C:4]1[N:12]([CH2:13][C:14]2[CH:19]=[CH:18][C:17]([C:20]3[CH:21]=[CH:22][CH:23]=[CH:24][C:25]=3[C:26]3[N:27]=[C:28]([OH:31])[O:29][N:30]=3)=[CH:16][CH:15]=2)[C:11]2[C:10]([C:32]([OH:34])=[O:33])=[CH:9][CH:8]=[CH:7][C:6]=2[N:5]=1.[OH:35][CH2:36][CH2:37][N+:38]([CH3:41])([CH3:40])[CH3:39]. Given the reactants [CH3:1][CH2:2][O:3][C:4]1[N:12]([CH2:13][C:14]2[CH:15]=[CH:16][C:17]([C:20]3[CH:21]=[CH:22][CH:23]=[CH:24][C:25]=3[C:26]3[N:27]=[C:28]([OH:31])[O:29][N:30]=3)=[CH:18][CH:19]=2)[C:11]2[C:10]([C:32]([OH:34])=[O:33])=[CH:9][CH:8]=[CH:7][C:6]=2[N:5]=1.[OH:35][CH2:36][CH2:37][N+:38]([CH3:41])([CH3:40])[CH3:39], predict the reaction product. (2) Given the reactants [F:1][C:2]([F:13])([F:12])[C:3]1[C:8]([C:9]([OH:11])=[O:10])=[CH:7][N:6]=[CH:5][CH:4]=1.[H][H], predict the reaction product. The product is: [F:13][C:2]([F:1])([F:12])[C@H:3]1[CH2:4][CH2:5][NH:6][CH2:7][C@H:8]1[C:9]([OH:11])=[O:10]. (3) Given the reactants ClC1C=C[C:5]([C:8]2[CH:12]3[CH2:13][N:14]([C:16]4[N:25]=[C:24]5[C:19]([C:20](=[O:37])[C:21]([C:34]([OH:36])=[O:35])=[CH:22][N:23]5[C:26]5[CH:31]=[CH:30][C:29]([F:32])=[CH:28][C:27]=5[F:33])=[CH:18][C:17]=4[F:38])[CH2:15][CH:11]3[O:10][N:9]=2)=CC=1.C(O)(C(F)(F)F)=[O:40], predict the reaction product. The product is: [F:33][C:27]1[CH:28]=[C:29]([F:32])[CH:30]=[CH:31][C:26]=1[N:23]1[C:24]2[C:19](=[CH:18][C:17]([F:38])=[C:16]([N:14]3[CH2:15][CH:11]4[CH:12]([C:8]([CH2:5][OH:40])=[N:9][O:10]4)[CH2:13]3)[N:25]=2)[C:20](=[O:37])[C:21]([C:34]([OH:36])=[O:35])=[CH:22]1. (4) Given the reactants [CH2:1]([C@H:8]1[CH2:12][O:11][C:10](=[O:13])[N:9]1[C:14](=[O:24])/[CH:15]=[CH:16]/[C:17]1[CH:22]=[CH:21][C:20]([F:23])=[CH:19][CH:18]=1)[C:2]1[CH:7]=[CH:6][CH:5]=[CH:4][CH:3]=1.CO[CH2:27][N:28]([CH2:34][C:35]1[CH:40]=[CH:39][CH:38]=[CH:37][CH:36]=1)[CH2:29][Si](C)(C)C.FC(F)(F)C(O)=O, predict the reaction product. The product is: [CH2:1]([C@H:8]1[CH2:12][O:11][C:10](=[O:13])[N:9]1[C:14]([C@@H:15]1[C@H:16]([C:17]2[CH:22]=[CH:21][C:20]([F:23])=[CH:19][CH:18]=2)[CH2:29][N:28]([CH2:34][C:35]2[CH:40]=[CH:39][CH:38]=[CH:37][CH:36]=2)[CH2:27]1)=[O:24])[C:2]1[CH:7]=[CH:6][CH:5]=[CH:4][CH:3]=1. (5) The product is: [CH2:12]([O:8][C:6]1[C:5]([N+:9]([O-:11])=[O:10])=[CH:4][CH:3]=[C:2]([Cl:1])[N:7]=1)[C:13]1[CH:18]=[CH:17][CH:16]=[CH:15][CH:14]=1. Given the reactants [Cl:1][C:2]1[N:7]=[C:6]([OH:8])[C:5]([N+:9]([O-:11])=[O:10])=[CH:4][CH:3]=1.[CH2:12](Br)[C:13]1[CH:18]=[CH:17][CH:16]=[CH:15][CH:14]=1, predict the reaction product. (6) Given the reactants [H-].[Al+3].[Li+].[H-].[H-].[H-].[CH2:7]([C:9]1[C:14]([C:15](OCC)=[O:16])=[C:13]([CH2:20][CH3:21])[CH:12]=[CH:11][N:10]=1)[CH3:8], predict the reaction product. The product is: [CH2:7]([C:9]1[C:14]([CH2:15][OH:16])=[C:13]([CH2:20][CH3:21])[CH:12]=[CH:11][N:10]=1)[CH3:8].